Dataset: Reaction yield outcomes from USPTO patents with 853,638 reactions. Task: Predict the reaction yield, written as a fraction of the theoretical maximum amount of product (1.0 means a 100% yield; for example, 0.34 means a 34% yield). (1) The reactants are C(N(CC)CC)C.[CH3:8][C:9]1([CH3:24])[CH2:18][CH2:17][C:16]([CH3:20])([CH3:19])[C:15]2[CH:14]=[C:13]([C:21](Cl)=[O:22])[CH:12]=[CH:11][C:10]1=2.[N+:25]([C:28]1[CH:33]=[CH:32][C:31]([CH2:34][CH2:35][OH:36])=[CH:30][CH:29]=1)([O-:27])=[O:26].O. The catalyst is ClCCl. The product is [CH3:8][C:9]1([CH3:24])[CH2:18][CH2:17][C:16]([CH3:20])([CH3:19])[C:15]2[CH:14]=[C:13]([C:21]([O:36][CH2:35][CH2:34][C:31]3[CH:30]=[CH:29][C:28]([N+:25]([O-:27])=[O:26])=[CH:33][CH:32]=3)=[O:22])[CH:12]=[CH:11][C:10]1=2. The yield is 0.570. (2) The reactants are [Br:1][C:2]1[CH:3]=[C:4]([CH:6]=[CH:7][C:8]=1[CH3:9])[NH2:5].CO[CH:12]=[C:13]1[C:18](=[O:19])[O:17][C:16]([CH3:21])([CH3:20])[O:15][C:14]1=[O:22]. The catalyst is CC(O)C. The product is [Br:1][C:2]1[CH:3]=[C:4]([NH:5][CH:12]=[C:13]2[C:14](=[O:22])[O:15][C:16]([CH3:20])([CH3:21])[O:17][C:18]2=[O:19])[CH:6]=[CH:7][C:8]=1[CH3:9]. The yield is 0.840. (3) The reactants are Br[C:2]1[S:6][C:5]([CH2:7][CH:8]([CH3:10])[CH3:9])=[N:4][CH:3]=1.C([Li])CCC.CCCCCC.C(O[B:26]1[O:30][C:29]([CH3:32])([CH3:31])[C:28]([CH3:34])([CH3:33])[O:27]1)(C)C. The catalyst is C1COCC1. The product is [CH2:7]([C:5]1[S:6][C:2]([B:26]2[O:30][C:29]([CH3:32])([CH3:31])[C:28]([CH3:34])([CH3:33])[O:27]2)=[CH:3][N:4]=1)[CH:8]([CH3:10])[CH3:9]. The yield is 0.180. (4) The reactants are CCN(C(C)C)C(C)C.CN(C(ON1N=NC2C=CC=NC1=2)=[N+](C)C)C.F[P-](F)(F)(F)(F)F.[F:34][C:35]([F:55])([C:48]1[CH:53]=[CH:52][C:51]([F:54])=[CH:50][CH:49]=1)[CH2:36][CH2:37][S:38][C:39]1[N:47]=[CH:46][CH:45]=[CH:44][C:40]=1[C:41]([OH:43])=O.[CH3:56][CH:57]([CH3:61])[CH2:58][CH2:59][NH2:60]. The catalyst is C(Cl)Cl.CC(=O)OCC.CCCCCC. The product is [F:55][C:35]([F:34])([C:48]1[CH:53]=[CH:52][C:51]([F:54])=[CH:50][CH:49]=1)[CH2:36][CH2:37][S:38][C:39]1[C:40]([C:41]([NH:60][CH2:59][CH2:58][CH:57]([CH3:61])[CH3:56])=[O:43])=[CH:44][CH:45]=[CH:46][N:47]=1. The yield is 0.550. (5) The reactants are [NH:1](C(OCC1C2C(=CC=CC=2)C2C1=CC=CC=2)=O)[CH2:2][CH2:3][C:4](O)=[O:5].C(Cl)(=O)C(Cl)=O.[CH:30]1([CH2:33][NH2:34])[CH2:32][CH2:31]1.C(N(CC)CC)C.Cl. The catalyst is ClCCl.CN(C)C=O. The product is [CH:30]1([CH2:33][NH:34][C:4](=[O:5])[CH2:3][CH2:2][NH2:1])[CH2:32][CH2:31]1. The yield is 0.570. (6) The reactants are [CH3:1][C:2]1[N:7]=[C:6]([S:8][CH3:9])[N:5]=[C:4]([NH:10][CH:11]2[CH2:15][CH2:14][O:13][CH2:12]2)[CH:3]=1.[I:16]Cl. The catalyst is CO. The product is [I:16][C:3]1[C:4]([NH:10][CH:11]2[CH2:15][CH2:14][O:13][CH2:12]2)=[N:5][C:6]([S:8][CH3:9])=[N:7][C:2]=1[CH3:1]. The yield is 0.480.